Dataset: Full USPTO retrosynthesis dataset with 1.9M reactions from patents (1976-2016). Task: Predict the reactants needed to synthesize the given product. The reactants are: C[O:2][C:3]1[CH:8]=[CH:7][C:6]([CH2:9][C:10]2[CH:15]=[CH:14][C:13]([I:16])=[CH:12][CH:11]=2)=[CH:5][CH:4]=1.B(Br)(Br)Br. Given the product [I:16][C:13]1[CH:12]=[CH:11][C:10]([CH2:9][C:6]2[CH:7]=[CH:8][C:3]([OH:2])=[CH:4][CH:5]=2)=[CH:15][CH:14]=1, predict the reactants needed to synthesize it.